The task is: Predict the reaction yield, written as a fraction of the theoretical maximum amount of product (1.0 means a 100% yield; for example, 0.34 means a 34% yield).. This data is from Reaction yield outcomes from USPTO patents with 853,638 reactions. (1) The reactants are [O:1]1[CH:5]=[CH:4][CH:3]=[C:2]1[C:6]1[O:7][C:8]([CH3:36])=[C:9]([CH2:11][O:12][C:13]2[CH:33]=[CH:32][C:16]([CH2:17][O:18][C:19]3[CH:23]=[C:22]([CH:24]=O)[N:21]([C:26]4[CH:31]=[CH:30][CH:29]=[CH:28][CH:27]=4)[N:20]=3)=[CH:15][C:14]=2[O:34][CH3:35])[N:10]=1.[CH2:37]([P:46](=[O:53])([O:50][CH2:51][CH3:52])[O:47][CH2:48][CH3:49])P(=O)(OCC)OCC.CN(C)C=O.[H-].[Na+]. The catalyst is O. The product is [O:1]1[CH:5]=[CH:4][CH:3]=[C:2]1[C:6]1[O:7][C:8]([CH3:36])=[C:9]([CH2:11][O:12][C:13]2[CH:33]=[CH:32][C:16]([CH2:17][O:18][C:19]3[CH:23]=[C:22](/[CH:24]=[CH:37]/[P:46](=[O:53])([O:47][CH2:48][CH3:49])[O:50][CH2:51][CH3:52])[N:21]([C:26]4[CH:27]=[CH:28][CH:29]=[CH:30][CH:31]=4)[N:20]=3)=[CH:15][C:14]=2[O:34][CH3:35])[N:10]=1. The yield is 0.690. (2) The reactants are C(OC([NH:8][C@@H:9]1[CH2:12][C@H:11]([C:13]([NH:15][CH2:16][CH2:17][C:18]([O:20][CH3:21])=[O:19])=[O:14])[C:10]1([CH3:23])[CH3:22])=O)(C)(C)C.CCN(CC)CC. The catalyst is C(O)(C(F)(F)F)=O.C(Cl)Cl. The product is [NH2:8][C@@H:9]1[CH2:12][C@H:11]([C:13]([NH:15][CH2:16][CH2:17][C:18]([O:20][CH3:21])=[O:19])=[O:14])[C:10]1([CH3:23])[CH3:22]. The yield is 1.00.